This data is from Forward reaction prediction with 1.9M reactions from USPTO patents (1976-2016). The task is: Predict the product of the given reaction. (1) Given the reactants [F:1][C@H:2]1[C@H:7]2[N:8]=[C:9](SC)[O:10][C@H:6]2[CH2:5][C@H:4]([CH2:13][OH:14])[C@H:3]1[OH:15].Cl.[NH:17]1[CH2:20][CH2:19][CH2:18]1.C([O-])(O)=O.[Na+], predict the reaction product. The product is: [N:17]1([C:9]2[O:10][C@H:6]3[CH2:5][C@H:4]([CH2:13][OH:14])[C@@H:3]([OH:15])[C@@H:2]([F:1])[C@H:7]3[N:8]=2)[CH2:20][CH2:19][CH2:18]1. (2) Given the reactants [NH2:1][C:2]1[C:7]([OH:8])=[CH:6][CH:5]=[CH:4][N:3]=1.C(N(CC)CC)C.[Cl:16][CH2:17][C:18](Cl)=[O:19], predict the reaction product. The product is: [Cl:16][CH2:17][C:18]([NH:1][C:2]1[C:7]([OH:8])=[CH:6][CH:5]=[CH:4][N:3]=1)=[O:19]. (3) Given the reactants [OH-].[Na+:2].[N+:3]([C:6]1[CH:11]=[CH:10][C:9]([OH:12])=[CH:8][CH:7]=1)([O-:5])=[O:4], predict the reaction product. The product is: [N+:3]([C:6]1[CH:11]=[CH:10][C:9]([O-:12])=[CH:8][CH:7]=1)([O-:5])=[O:4].[Na+:2]. (4) Given the reactants [CH2:1]([O:29]C1CCCCO1)[CH2:2][CH2:3][CH2:4][CH2:5][CH2:6][CH2:7][CH2:8][CH2:9][CH2:10][CH2:11][CH2:12][CH2:13][CH2:14][CH2:15][CH2:16][CH2:17][CH2:18][CH2:19][CH2:20][CH2:21][CH2:22][CH2:23][CH2:24][CH2:25][CH2:26][CH2:27][CH3:28].CCO.C(O)(=O)C.Cl, predict the reaction product. The product is: [CH2:1]([OH:29])[CH2:2][CH2:3][CH2:4][CH2:5][CH2:6][CH2:7][CH2:8][CH2:9][CH2:10][CH2:11][CH2:12][CH2:13][CH2:14][CH2:15][CH2:16][CH2:17][CH2:18][CH2:19][CH2:20][CH2:21][CH2:22][CH2:23][CH2:24][CH2:25][CH2:26][CH2:27][CH3:28]. (5) Given the reactants [CH3:1][CH2:2]/[CH:3]=[CH:4]\[CH2:5]/[CH:6]=[CH:7]\[CH2:8]/[CH:9]=[CH:10]\[CH2:11]/[CH:12]=[CH:13]\[CH2:14]/[CH:15]=[CH:16]\[CH2:17]/[CH:18]=[CH:19]\[CH2:20][CH2:21][C:22]([OH:24])=O.CN(C1C=CC=CN=1)C.C1(N=C=NC2CCCCC2)CCCCC1.[OH:49][C:50]1[CH:51]=[C:52]2[C:56](=[CH:57][CH:58]=1)[NH:55][CH:54]=[C:53]2[CH2:59][C:60]([OH:62])=[O:61], predict the reaction product. The product is: [C:22]([N:55]1[C:56]2[C:52](=[CH:51][C:50]([OH:49])=[CH:58][CH:57]=2)[C:53]([CH2:59][C:60]([OH:62])=[O:61])=[CH:54]1)(=[O:24])[CH2:21][CH2:20][CH:19]=[CH:18][CH2:17][CH:16]=[CH:15][CH2:14][CH:13]=[CH:12][CH2:11][CH:10]=[CH:9][CH2:8][CH:7]=[CH:6][CH2:5][CH:4]=[CH:3][CH2:2][CH3:1].